Predict the product of the given reaction. From a dataset of Forward reaction prediction with 1.9M reactions from USPTO patents (1976-2016). (1) The product is: [S:1]1[C:5]([C:6]2[CH:7]=[C:8]([CH2:9][OH:10])[CH:14]=[CH:15][CH:16]=2)=[CH:4][N:3]=[CH:2]1. Given the reactants [S:1]1[C:5]([C:6]2[CH:7]=[C:8]([CH:14]=[CH:15][CH:16]=2)[C:9](OCC)=[O:10])=[CH:4][N:3]=[CH:2]1.CC(C[AlH]CC(C)C)C.[OH-].[Na+].C([O-])(O)=O.[Na+], predict the reaction product. (2) Given the reactants [F:1][C:2]1[CH:7]=[CH:6][C:5]([C@H:8]2[C@H:12]([OH:13])[CH2:11][N:10]([C:14]([O:16][C:17]([CH3:20])([CH3:19])[CH3:18])=[O:15])[CH2:9]2)=[CH:4][CH:3]=1.Br[CH2:22][C:23]([O:25][CH3:26])=[O:24].[H-].[Na+], predict the reaction product. The product is: [F:1][C:2]1[CH:3]=[CH:4][C:5]([C@H:8]2[C@H:12]([O:13][CH2:22][C:23]([O:25][CH3:26])=[O:24])[CH2:11][N:10]([C:14]([O:16][C:17]([CH3:20])([CH3:19])[CH3:18])=[O:15])[CH2:9]2)=[CH:6][CH:7]=1. (3) Given the reactants [Cl:1][C:2]1[CH:3]=[CH:4][C:5]([O:10][CH:11]([F:13])[F:12])=[C:6]([CH:9]=1)[CH:7]=[O:8].[CH:14]([Mg]Br)=[CH2:15], predict the reaction product. The product is: [Cl:1][C:2]1[CH:3]=[CH:4][C:5]([O:10][CH:11]([F:12])[F:13])=[C:6]([CH:7]([OH:8])[CH:14]=[CH2:15])[CH:9]=1. (4) Given the reactants [Br:1][C:2]1[N:7]=[C:6]([C:8](O)=O)[CH:5]=[CH:4][CH:3]=1.C1(P(=[CH:30][CH:31]=[O:32])(C2C=CC=CC=2)C2C=CC=CC=2)C=CC=CC=1, predict the reaction product. The product is: [Br:1][C:2]1[N:7]=[C:6](/[CH:8]=[CH:30]/[CH:31]=[O:32])[CH:5]=[CH:4][CH:3]=1.